The task is: Predict the product of the given reaction.. This data is from Forward reaction prediction with 1.9M reactions from USPTO patents (1976-2016). (1) Given the reactants [C:1]([O:5][C:6](=[O:33])[CH2:7][N:8]([C:26]([O:28][C:29]([CH3:32])([CH3:31])[CH3:30])=[O:27])[C:9]1[CH:14]=[CH:13][CH:12]=[C:11]([CH2:15][NH:16]S(C2C=NC=CC=2)(=O)=O)[N:10]=1)([CH3:4])([CH3:3])[CH3:2].S1C=CN=C1C1C=CC(CN[S:45]([C:48]2[CH:49]=[N:50][CH:51]=[CH:52][CH:53]=2)(=[O:47])=[O:46])=CC=1.[S:56]1[CH:60]=[CH:59][N:58]=[C:57]1[C:61]1[CH:68]=[CH:67][C:64]([CH2:65]O)=[CH:63][CH:62]=1.C(OC(=O)CN(C(OC(C)(C)C)=O)C1C=CC=C(CO)N=1)CCC, predict the reaction product. The product is: [C:1]([O:5][C:6](=[O:33])[CH2:7][N:8]([C:26]([O:28][C:29]([CH3:32])([CH3:30])[CH3:31])=[O:27])[C:9]1[CH:14]=[CH:13][CH:12]=[C:11]([C:15]([S:45]([C:48]2[CH:49]=[N:50][CH:51]=[CH:52][CH:53]=2)(=[O:47])=[O:46])([CH2:65][C:64]2[CH:67]=[CH:68][C:61]([C:57]3[S:56][CH:60]=[CH:59][N:58]=3)=[CH:62][CH:63]=2)[NH2:16])[N:10]=1)([CH3:3])([CH3:2])[CH3:4]. (2) Given the reactants FC1C=C2C(C(I)=CN2S(C2C=CC=CC=2)(=O)=O)=CC=1.[O:21]1[C:25]2[CH:26]=[CH:27][C:28]([C:30]3[C:38]4[C:33](=[CH:34][C:35]([F:39])=[CH:36][CH:37]=4)[N:32](S(C4C=CC=CC=4)(=O)=O)[CH:31]=3)=[CH:29][C:24]=2[CH:23]=[CH:22]1, predict the reaction product. The product is: [O:21]1[C:25]2[CH:26]=[CH:27][C:28]([C:30]3[C:38]4[C:33](=[CH:34][C:35]([F:39])=[CH:36][CH:37]=4)[NH:32][CH:31]=3)=[CH:29][C:24]=2[CH:23]=[CH:22]1. (3) Given the reactants [NH2:1][C:2]1[CH:3]=[C:4]([C:8]2[N:13]3[N:14]=[CH:15][C:16]([C:17]([C:19]4[S:20][CH:21]=[CH:22][CH:23]=4)=[O:18])=[C:12]3[N:11]=[CH:10][CH:9]=2)[CH:5]=[CH:6][CH:7]=1.[CH:24](=O)[CH2:25][CH2:26][CH3:27], predict the reaction product. The product is: [CH2:24]([NH:1][C:2]1[CH:3]=[C:4]([C:8]2[N:13]3[N:14]=[CH:15][C:16]([C:17]([C:19]4[S:20][CH:21]=[CH:22][CH:23]=4)=[O:18])=[C:12]3[N:11]=[CH:10][CH:9]=2)[CH:5]=[CH:6][CH:7]=1)[CH2:25][CH2:26][CH3:27]. (4) Given the reactants [O:1]=[C:2]1[C:8]2[C:9]([C:12]([OH:14])=O)=[CH:10][O:11][C:7]=2[CH2:6][CH2:5][CH2:4][NH:3]1.C(N(CC)CC)C.ClC(OCC)=O.[CH3:28][O:29][C:30]1[C:35]([NH2:36])=[CH:34][CH:33]=[C:32]([N:37]2[CH2:42][CH2:41][N:40]([CH3:43])[CH2:39][CH2:38]2)[N:31]=1, predict the reaction product. The product is: [CH3:28][O:29][C:30]1[C:35]([NH:36][C:12]([C:9]2[C:8]3[C:2](=[O:1])[NH:3][CH2:4][CH2:5][CH2:6][C:7]=3[O:11][CH:10]=2)=[O:14])=[CH:34][CH:33]=[C:32]([N:37]2[CH2:38][CH2:39][N:40]([CH3:43])[CH2:41][CH2:42]2)[N:31]=1. (5) Given the reactants [CH3:1][N:2]1[C:10]2([CH2:15][CH2:14][N:13]([C:16]([O:18][C:19]([CH3:22])([CH3:21])[CH3:20])=[O:17])[CH2:12][CH2:11]2)[C:6]2=[CH:7][CH:8]=[CH:9][N:5]2[CH2:4][CH2:3]1.FC(F)(F)S([Cl:28])(=O)=O, predict the reaction product. The product is: [Cl:28][C:9]1[N:5]2[CH2:4][CH2:3][N:2]([CH3:1])[C:10]3([CH2:11][CH2:12][N:13]([C:16]([O:18][C:19]([CH3:22])([CH3:21])[CH3:20])=[O:17])[CH2:14][CH2:15]3)[C:6]2=[CH:7][CH:8]=1. (6) Given the reactants [Cl:1][C:2]1[C:3]([O:12][C:13]2[CH:18]=[C:17]([O:19][CH2:20][CH2:21][O:22][CH3:23])[CH:16]=[CH:15][C:14]=2[CH2:24][CH2:25][CH2:26][NH2:27])=[N:4][CH:5]=[C:6]([C:8]([F:11])([F:10])[F:9])[CH:7]=1.N1C=CC=CC=1.[Cl:34][C:35]1[CH:36]=[C:37]([S:41](Cl)(=[O:43])=[O:42])[CH:38]=[CH:39][CH:40]=1.Cl, predict the reaction product. The product is: [Cl:34][C:35]1[CH:36]=[C:37]([S:41]([NH:27][CH2:26][CH2:25][CH2:24][C:14]2[CH:15]=[CH:16][C:17]([O:19][CH2:20][CH2:21][O:22][CH3:23])=[CH:18][C:13]=2[O:12][C:3]2[C:2]([Cl:1])=[CH:7][C:6]([C:8]([F:9])([F:11])[F:10])=[CH:5][N:4]=2)(=[O:43])=[O:42])[CH:38]=[CH:39][CH:40]=1. (7) Given the reactants [C:1]([C@@H:4]([NH:6][C:7]([C@H:9]([NH:21][C:22](=[O:51])[C@H:23]([CH2:47][CH:48]([CH3:50])[CH3:49])[CH2:24][C:25]([N:27](CC1C=CC(OC)=CC=1OC)[O:28][CH2:29][C:30]1[CH:35]=[CH:34][CH:33]=[CH:32][CH:31]=1)=[O:26])[CH2:10][C:11]1[CH:20]=[CH:19][C:18]2[C:13](=[CH:14][CH:15]=[CH:16][CH:17]=2)[CH:12]=1)=[O:8])[CH3:5])(=[O:3])[NH2:2].FC(F)(F)C(O)=O.C[Si](Br)(C)C, predict the reaction product. The product is: [C:1]([C@@H:4]([NH:6][C:7]([C@H:9]([NH:21][C:22](=[O:51])[C@H:23]([CH2:47][CH:48]([CH3:50])[CH3:49])[CH2:24][C:25]([NH:27][O:28][CH2:29][C:30]1[CH:35]=[CH:34][CH:33]=[CH:32][CH:31]=1)=[O:26])[CH2:10][C:11]1[CH:20]=[CH:19][C:18]2[C:13](=[CH:14][CH:15]=[CH:16][CH:17]=2)[CH:12]=1)=[O:8])[CH3:5])(=[O:3])[NH2:2]. (8) Given the reactants [CH3:1][O:2][C:3]1[C:4](=[O:31])[C:5]([CH3:30])=[C:6]([CH2:12][C:13]2[CH:14]=[CH:15][C:16]([C:22]3[CH:27]=[CH:26][CH:25]=[C:24]([O:28][CH3:29])[CH:23]=3)=[C:17]([CH:21]=2)[C:18](O)=[O:19])[C:7](=[O:11])[C:8]=1[O:9][CH3:10].[NH:32]1[CH2:37][CH2:36][CH2:35][CH2:34][CH2:33]1.CCN=C=NCCCN(C)C.Cl, predict the reaction product. The product is: [CH3:1][O:2][C:3]1[C:4](=[O:31])[C:5]([CH3:30])=[C:6]([CH2:12][C:13]2[CH:14]=[CH:15][C:16]([C:22]3[CH:27]=[CH:26][CH:25]=[C:24]([O:28][CH3:29])[CH:23]=3)=[C:17]([CH:21]=2)[C:18]([N:32]2[CH2:37][CH2:36][CH2:35][CH2:34][CH2:33]2)=[O:19])[C:7](=[O:11])[C:8]=1[O:9][CH3:10]. (9) Given the reactants C[O:2][C:3]([C@@H:5]1[CH2:9][C@@H:8]([S:10]([C:13]2[CH:18]=[CH:17][C:16]([F:19])=[CH:15][C:14]=2[C:20]([F:23])([F:22])[F:21])(=[O:12])=[O:11])[CH2:7][N:6]1[C:24]1[N:25]([C:30]2[CH:35]=[CH:34][C:33]([C:36]([F:39])([F:38])[F:37])=[CH:32][CH:31]=2)[N:26]=[C:27]([CH3:29])[CH:28]=1)=[O:4].[OH-].[Li+], predict the reaction product. The product is: [F:19][C:16]1[CH:17]=[CH:18][C:13]([S:10]([C@H:8]2[CH2:7][N:6]([C:24]3[N:25]([C:30]4[CH:31]=[CH:32][C:33]([C:36]([F:39])([F:38])[F:37])=[CH:34][CH:35]=4)[N:26]=[C:27]([CH3:29])[CH:28]=3)[C@H:5]([C:3]([OH:4])=[O:2])[CH2:9]2)(=[O:12])=[O:11])=[C:14]([C:20]([F:23])([F:21])[F:22])[CH:15]=1.